Dataset: Blood-brain barrier permeability classification from the B3DB database. Task: Regression/Classification. Given a drug SMILES string, predict its absorption, distribution, metabolism, or excretion properties. Task type varies by dataset: regression for continuous measurements (e.g., permeability, clearance, half-life) or binary classification for categorical outcomes (e.g., BBB penetration, CYP inhibition). Dataset: b3db_classification. (1) The molecule is COc1ccccc1N1CCN(CCCC(O)c2ccc(F)cc2)CC1. The result is 1 (penetrates BBB). (2) The drug is NC(=O)[C@@H]1CCCCO1. The result is 1 (penetrates BBB). (3) The molecule is CCCN1C[C@@H](NS(=O)(=O)N(CC)CC)C[C@@H]2Cc3c(O)cccc3CC21. The result is 1 (penetrates BBB). (4) The compound is CN(C)C1C(=O)C(C(N)=O)=C(O)C2(O)C(=O)C3=C(O)c4c(O)cccc4C(C)(O)C3C(O)C12. The result is 0 (does not penetrate BBB). (5) The compound is NCC1OC(OC2C(N)CC(N)C(OC3OC(CO)C(O)C(N)C3O)C2O)C(O)C(O)C1O. The result is 0 (does not penetrate BBB).